Dataset: Catalyst prediction with 721,799 reactions and 888 catalyst types from USPTO. Task: Predict which catalyst facilitates the given reaction. (1) Reactant: [CH2:1]([C:3]1[N:7]([CH2:8][CH2:9][CH3:10])[N:6]=[C:5]([C:11]([NH2:13])=O)[CH:4]=1)[CH3:2]. The catalyst class is: 286. Product: [CH2:1]([C:3]1[N:7]([CH2:8][CH2:9][CH3:10])[N:6]=[C:5]([C:11]#[N:13])[CH:4]=1)[CH3:2]. (2) Reactant: [NH2:1][C:2]1[CH:3]=[C:4]([CH:7]=[CH:8][CH:9]=1)[C:5]#[N:6].Cl[S:11]([NH:14][C:15](=[O:24])[O:16][CH2:17][C:18]1[CH:23]=[CH:22][CH:21]=[CH:20][CH:19]=1)(=[O:13])=[O:12].CCN(CC)CC. Product: [C:18]1([CH2:17][O:16][C:15](=[O:24])[NH:14][S:11]([NH:1][C:2]2[CH:9]=[CH:8][CH:7]=[C:4]([C:5]#[N:6])[CH:3]=2)(=[O:13])=[O:12])[CH:19]=[CH:20][CH:21]=[CH:22][CH:23]=1. The catalyst class is: 91. (3) Reactant: [C:1]([O:5][C:6]([N:8]1[CH2:13][CH2:12][N:11]([C:14]2[CH:19]=[CH:18][CH:17]=[CH:16][C:15]=2[O:20][CH:21]2[CH2:26][CH2:25][CH2:24][NH:23][CH2:22]2)[CH2:10][CH2:9]1)=[O:7])([CH3:4])([CH3:3])[CH3:2].[C:27](Cl)(=[O:31])[CH:28]([CH3:30])[CH3:29].C(N(CC)CC)C. The catalyst class is: 2. Product: [C:1]([O:5][C:6]([N:8]1[CH2:13][CH2:12][N:11]([C:14]2[CH:19]=[CH:18][CH:17]=[CH:16][C:15]=2[O:20][CH:21]2[CH2:26][CH2:25][CH2:24][N:23]([C:27](=[O:31])[CH:28]([CH3:30])[CH3:29])[CH2:22]2)[CH2:10][CH2:9]1)=[O:7])([CH3:4])([CH3:2])[CH3:3]. (4) Reactant: [C:1]([N:5]1[C:9]([C:10]2[CH:15]=[CH:14][C:13]([F:16])=[CH:12][CH:11]=2)=[CH:8][C:7]([C:17](OCC)=[O:18])=[N:6]1)([CH3:4])([CH3:3])[CH3:2].CC(OI1(OC(C)=O)(OC(C)=O)OC(=O)C2C=CC=CC1=2)=O. Product: [C:1]([N:5]1[C:9]([C:10]2[CH:11]=[CH:12][C:13]([F:16])=[CH:14][CH:15]=2)=[CH:8][C:7]([CH:17]=[O:18])=[N:6]1)([CH3:4])([CH3:3])[CH3:2]. The catalyst class is: 4. (5) Reactant: [Br:1][C:2]1[CH:3]=[C:4](/[C:8](/[CH3:13])=[CH:9]/[C:10](O)=[O:11])[CH:5]=[CH:6][CH:7]=1.C(Cl)(=O)C([Cl:17])=O.CN(C=O)C. Product: [Br:1][C:2]1[CH:3]=[C:4](/[C:8](/[CH3:13])=[CH:9]/[C:10]([Cl:17])=[O:11])[CH:5]=[CH:6][CH:7]=1. The catalyst class is: 2.